This data is from Reaction yield outcomes from USPTO patents with 853,638 reactions. The task is: Predict the reaction yield, written as a fraction of the theoretical maximum amount of product (1.0 means a 100% yield; for example, 0.34 means a 34% yield). (1) The reactants are [NH2:1][C:2]1[N:10]=[CH:9][N:8]=[C:7]2[C:3]=1[N:4]=[CH:5][N:6]2[C@H:11]1[C@@H:15]2[O:16][C:17]([CH3:20])([CH3:19])[O:18][C@@H:14]2[C@@H:13]([CH2:21][N:22]([CH3:27])[CH2:23][CH2:24][CH2:25][NH2:26])[O:12]1.[Cl:28][C:29]1[CH:34]=[CH:33][C:32]([N:35]=[C:36]=[O:37])=[CH:31][CH:30]=1. The catalyst is C(Cl)Cl.CCN(CC)CC. The product is [NH2:1][C:2]1[N:10]=[CH:9][N:8]=[C:7]2[C:3]=1[N:4]=[CH:5][N:6]2[C@H:11]1[C@@H:15]2[O:16][C:17]([CH3:19])([CH3:20])[O:18][C@@H:14]2[C@@H:13]([CH2:21][N:22]([CH3:27])[CH2:23][CH2:24][CH2:25][NH:26][C:36]([NH:35][C:32]2[CH:33]=[CH:34][C:29]([Cl:28])=[CH:30][CH:31]=2)=[O:37])[O:12]1. The yield is 0.710. (2) The reactants are [F:1][CH2:2][CH2:3][O:4][CH2:5][CH2:6][O:7][CH2:8][CH2:9][O:10][C:11]1[CH:23]=[C:22]2[C:14]([C:15]3[CH:16]=[CH:17][C:18]([NH2:24])=[CH:19][C:20]=3[NH:21]2)=[CH:13][CH:12]=1.[CH2:25]=O.C[O-].[Na+].[BH4-].[Na+]. The catalyst is CO. The product is [F:1][CH2:2][CH2:3][O:4][CH2:5][CH2:6][O:7][CH2:8][CH2:9][O:10][C:11]1[CH:23]=[C:22]2[C:14]([C:15]3[CH:16]=[CH:17][C:18]([NH:24][CH3:25])=[CH:19][C:20]=3[NH:21]2)=[CH:13][CH:12]=1. The yield is 0.560. (3) The reactants are CN(C(ON1N=NC2C=CC=NC1=2)=[N+](C)C)C.F[P-](F)(F)(F)(F)F.[F:25][C:26]1[CH:31]=[CH:30][C:29]([C:32]2[O:33][C:34]3[CH:44]=[CH:43][C:42]([C:45]4[CH:46]=[C:47]([CH:51]=[CH:52][CH:53]=4)[C:48](O)=[O:49])=[CH:41][C:35]=3[C:36]=2[C:37](=[O:40])[NH:38][CH3:39])=[CH:28][CH:27]=1.Cl.[NH2:55][C:56]([CH3:62])([CH3:61])[C:57]([O:59]C)=[O:58].CCN(C(C)C)C(C)C. The catalyst is ClCCCl.CN(C=O)C. The product is [F:25][C:26]1[CH:31]=[CH:30][C:29]([C:32]2[O:33][C:34]3[CH:44]=[CH:43][C:42]([C:45]4[CH:46]=[C:47]([CH:51]=[CH:52][CH:53]=4)[C:48]([NH:55][C:56]([CH3:62])([CH3:61])[C:57]([OH:59])=[O:58])=[O:49])=[CH:41][C:35]=3[C:36]=2[C:37](=[O:40])[NH:38][CH3:39])=[CH:28][CH:27]=1. The yield is 1.10.